Dataset: Full USPTO retrosynthesis dataset with 1.9M reactions from patents (1976-2016). Task: Predict the reactants needed to synthesize the given product. The reactants are: [NH2:1][C@H:2]1[CH2:7][CH2:6][C@H:5]([NH:8][C:9]2[CH:14]=[C:13]([C:15]3[CH:20]=[CH:19][CH:18]=[C:17]([NH:21][CH2:22][C:23]4([C:29]#[N:30])[CH2:28][CH2:27][O:26][CH2:25][CH2:24]4)[N:16]=3)[C:12]([F:31])=[CH:11][N:10]=2)[CH2:4][CH2:3]1.[CH3:32][O:33][CH2:34][C:35](=O)[CH3:36].C(O)(=O)C.[Na]. Given the product [F:31][C:12]1[C:13]([C:15]2[CH:20]=[CH:19][CH:18]=[C:17]([NH:21][CH2:22][C:23]3([C:29]#[N:30])[CH2:28][CH2:27][O:26][CH2:25][CH2:24]3)[N:16]=2)=[CH:14][C:9]([NH:8][C@H:5]2[CH2:6][CH2:7][C@H:2]([NH:1][CH:35]([CH3:36])[CH2:34][O:33][CH3:32])[CH2:3][CH2:4]2)=[N:10][CH:11]=1, predict the reactants needed to synthesize it.